From a dataset of Full USPTO retrosynthesis dataset with 1.9M reactions from patents (1976-2016). Predict the reactants needed to synthesize the given product. (1) Given the product [F:31][C:28]1[CH:29]=[CH:30][C:25]([C:24]([NH:23][C:20]2[CH:19]=[CH:18][C:17]([NH:16][C:2]3[C:7]4[CH:8]5[O:15][CH2:14][CH2:13][N:9]5[C:10](=[O:12])[NH:11][C:6]=4[N:5]=[CH:4][CH:3]=3)=[CH:22][CH:21]=2)=[O:36])=[C:26]([C:32]([F:33])([F:34])[F:35])[CH:27]=1, predict the reactants needed to synthesize it. The reactants are: Cl[C:2]1[C:7]2[CH:8]3[O:15][CH2:14][CH2:13][N:9]3[C:10](=[O:12])[NH:11][C:6]=2[N:5]=[CH:4][CH:3]=1.[NH2:16][C:17]1[CH:22]=[CH:21][C:20]([NH:23][C:24](=[O:36])[C:25]2[CH:30]=[CH:29][C:28]([F:31])=[CH:27][C:26]=2[C:32]([F:35])([F:34])[F:33])=[CH:19][CH:18]=1.Cl.O1CCOCC1. (2) Given the product [CH2:34]([C@:33]12[CH2:39][CH2:40][C@:36]3([CH2:35][O:38]3)[CH2:37][C@@H:32]1[CH2:31][CH2:30][CH2:29][C:26]1[C:25]2=[CH:24][C:23]2[CH:22]=[N:21][N:20]([C:17]3[CH:18]=[CH:19][C:14]([F:13])=[CH:15][CH:16]=3)[C:28]=2[CH:27]=1)[CH3:47], predict the reactants needed to synthesize it. The reactants are: [H-].[Na+].CS(C)=O.[I-].C[S+](C)(C)=O.[F:13][C:14]1[CH:19]=[CH:18][C:17]([N:20]2[C:28]3[C:23](=[CH:24][C:25]4[C@@:33]5([CH2:39][C:40]6C=CC=CN=6)[CH2:34][CH2:35][C:36](=[O:38])[CH2:37][C@H:32]5[CH2:31][CH2:30][CH2:29][C:26]=4[CH:27]=3)[CH:22]=[N:21]2)=[CH:16][CH:15]=1.F[C:47]1C=CC(N2C3C(=CC4[C@]5(CC6C=CC=CN=6)CCC(=O)C[C@@H]5CCCC=4C=3)C=N2)=CC=1. (3) Given the product [ClH:9].[CH3:1][O:2][C:3]1[CH:8]=[C:7]([Cl:9])[CH:6]=[CH:5][C:4]=1[CH:21]1[CH2:22][CH2:23][NH:18][CH2:19][CH2:20]1, predict the reactants needed to synthesize it. The reactants are: [CH3:1][O:2][C:3]1[CH:8]=[C:7]([Cl:9])[CH:6]=[CH:5][C:4]=1Br.C([N:18]1[CH2:23][CH2:22][C:21](=O)[CH2:20][CH2:19]1)C1C=CC=CC=1. (4) Given the product [Cl:31][C:15]1[C:14]2[C:19](=[CH:20][C:11]([O:10][CH2:9][CH2:8][CH:5]3[CH2:6][CH2:7][N:2]([CH3:1])[CH2:3][CH2:4]3)=[C:12]([O:22][CH3:23])[CH:13]=2)[N:18]=[CH:17][N:16]=1, predict the reactants needed to synthesize it. The reactants are: [CH3:1][N:2]1[CH2:7][CH2:6][CH:5]([CH2:8][CH2:9][O:10][C:11]2[CH:20]=[C:19]3[C:14]([C:15](=O)[NH:16][CH:17]=[N:18]3)=[CH:13][C:12]=2[O:22][CH3:23])[CH2:4][CH2:3]1.CN(C=O)C.S(Cl)([Cl:31])=O. (5) Given the product [NH2:26][C:12]1[N:11]=[C:5]2[N:4]=[C:3]([O:2][CH3:1])[CH:8]=[C:7]([O:9][CH3:10])[N:6]2[N:14]=1, predict the reactants needed to synthesize it. The reactants are: [CH3:1][O:2][C:3]1[CH:8]=[C:7]([O:9][CH3:10])[N:6]=[C:5]([NH:11][C:12]([NH:14]C(=O)OCC)=S)[N:4]=1.Cl.NO.C([N:26](C(C)C)CC)(C)C. (6) Given the product [Br:1][C:2]1[CH:3]=[CH:4][C:5]([O:14][CH2:15][C:16]2[CH:17]=[CH:18][C:19]([Cl:22])=[CH:20][CH:21]=2)=[C:6]([CH2:8][N:9]2[CH2:10][C@H:11]([OH:33])[C@H:12]([OH:25])[CH2:13]2)[CH:7]=1, predict the reactants needed to synthesize it. The reactants are: [Br:1][C:2]1[CH:3]=[CH:4][C:5]([O:14][CH2:15][C:16]2[CH:21]=[CH:20][C:19]([Cl:22])=[CH:18][CH:17]=2)=[C:6]([CH2:8][N:9]2[CH2:13][CH:12]=[CH:11][CH2:10]2)[CH:7]=1.CS(N)(=O)=[O:25].C(O)(C)(C)C.[OH2:33]. (7) Given the product [CH3:1][C:2]1[CH:11]=[CH:10][C:9]2[C:4](=[CH:5][CH:6]=[CH:7][C:8]=2[N:12]2[CH2:13][CH2:14][N:15]([CH2:18][CH2:19][C:20]3[CH:21]=[C:22]([NH:23][C:27](=[O:30])[CH2:28][CH3:29])[CH:24]=[CH:25][CH:26]=3)[CH2:16][CH2:17]2)[N:3]=1, predict the reactants needed to synthesize it. The reactants are: [CH3:1][C:2]1[CH:11]=[CH:10][C:9]2[C:4](=[CH:5][CH:6]=[CH:7][C:8]=2[N:12]2[CH2:17][CH2:16][N:15]([CH2:18][CH2:19][C:20]3[CH:21]=[C:22]([CH:24]=[CH:25][CH:26]=3)[NH2:23])[CH2:14][CH2:13]2)[N:3]=1.[C:27](Cl)(=[O:30])[CH2:28][CH3:29].